Dataset: Catalyst prediction with 721,799 reactions and 888 catalyst types from USPTO. Task: Predict which catalyst facilitates the given reaction. Reactant: [CH2:1]([S:8]([NH:11][C:12]([CH:14]1[CH2:17][N:16]([C:18]2[C:28]([C:29]#[N:30])=[CH:27][C:21]([C:22]([O:24][CH2:25][CH3:26])=[O:23])=[C:20]([CH2:31]Cl)[N:19]=2)[CH2:15]1)=[O:13])(=[O:10])=[O:9])[C:2]1[CH:7]=[CH:6][CH:5]=[CH:4][CH:3]=1.[I-].[Na+].[N-:35]=[N+:36]=[N-:37].[Na+]. Product: [N:35]([CH2:31][C:20]1[N:19]=[C:18]([N:16]2[CH2:17][CH:14]([C:12](=[O:13])[NH:11][S:8]([CH2:1][C:2]3[CH:7]=[CH:6][CH:5]=[CH:4][CH:3]=3)(=[O:10])=[O:9])[CH2:15]2)[C:28]([C:29]#[N:30])=[CH:27][C:21]=1[C:22]([O:24][CH2:25][CH3:26])=[O:23])=[N+:36]=[N-:37]. The catalyst class is: 14.